From a dataset of Forward reaction prediction with 1.9M reactions from USPTO patents (1976-2016). Predict the product of the given reaction. (1) The product is: [O:1]=[C:2]1[C@H:8]([CH2:9][C:10]([OH:12])=[O:11])[CH2:7][C:6]2[CH:14]=[CH:15][C:16]([O:18][CH2:19][CH2:20][CH2:21][NH:22][C:23]3[CH:28]=[CH:27][CH:26]=[CH:25][N:24]=3)=[CH:17][C:5]=2[CH2:4][N:3]1[CH2:29][C:30]([F:33])([F:31])[F:32]. Given the reactants [O:1]=[C:2]1[C@H:8]([CH2:9][C:10]([O:12]C)=[O:11])[CH2:7][C:6]2[CH:14]=[CH:15][C:16]([O:18][CH2:19][CH2:20][CH2:21][NH:22][C:23]3[CH:28]=[CH:27][CH:26]=[CH:25][N:24]=3)=[CH:17][C:5]=2[CH2:4][N:3]1[CH2:29][C:30]([F:33])([F:32])[F:31].[OH-].[Na+].Cl, predict the reaction product. (2) Given the reactants [F:1][C:2]1[CH:9]=[C:8]([F:10])[CH:7]=[C:6](F)[C:3]=1[CH:4]=O.C(=O)([O-])[O-].[K+].[K+].Cl.CON.[NH2:22][NH2:23], predict the reaction product. The product is: [F:1][C:2]1[CH:9]=[C:8]([F:10])[CH:7]=[C:6]2[C:3]=1[CH:4]=[N:22][NH:23]2. (3) Given the reactants Cl.CN(C)CCCN=C=NCC.OC1C=CC=C[N+]=1[O-].[Cl:21][C:22]1[CH:23]=[C:24]([N:39]2[CH:43]=[N:42][C:41]([C:44](O)=[O:45])=[N:40]2)[CH:25]=[C:26]([Cl:38])[C:27]=1[O:28][CH2:29][C:30]1[CH:35]=[CH:34][C:33]([O:36][CH3:37])=[CH:32][CH:31]=1.[CH3:47][C:48]([CH3:53])([CH3:52])[CH2:49][CH2:50][NH2:51], predict the reaction product. The product is: [Cl:21][C:22]1[CH:23]=[C:24]([N:39]2[CH:43]=[N:42][C:41]([C:44]([NH:51][CH2:50][CH2:49][C:48]([CH3:53])([CH3:52])[CH3:47])=[O:45])=[N:40]2)[CH:25]=[C:26]([Cl:38])[C:27]=1[O:28][CH2:29][C:30]1[CH:35]=[CH:34][C:33]([O:36][CH3:37])=[CH:32][CH:31]=1. (4) The product is: [CH3:41][C:39]1[N:38]([S:42]([C:45]2[CH:51]=[CH:50][C:48]([CH3:49])=[CH:47][CH:46]=2)(=[O:44])=[O:43])[C:35]2=[N:36][CH:37]=[C:32]([NH:53][NH:52][C:54]([O:56][C:57]([CH3:60])([CH3:59])[CH3:58])=[O:55])[N:33]=[C:34]2[CH:40]=1. Given the reactants C(P(C(C)(C)C)C1C=CC=CC=1C1C(C(C)C)=CC(C(C)C)=CC=1C(C)C)(C)(C)C.Br[C:32]1[N:33]=[C:34]2[CH:40]=[C:39]([CH3:41])[N:38]([S:42]([C:45]3[CH:51]=[CH:50][C:48]([CH3:49])=[CH:47][CH:46]=3)(=[O:44])=[O:43])[C:35]2=[N:36][CH:37]=1.[NH:52]([C:54]([O:56][C:57]([CH3:60])([CH3:59])[CH3:58])=[O:55])[NH2:53].CC([O-])(C)C.[Na+], predict the reaction product. (5) The product is: [CH3:29][O:30][C:31]1[CH:32]=[C:33]([NH:37][CH:2]([C:23]2[CH:28]=[CH:27][CH:26]=[CH:25][CH:24]=2)[C:3]([C:5]2[C:13]3[C:8](=[CH:9][CH:10]=[CH:11][CH:12]=3)[N:7]([S:14]([C:17]3[N:18]=[CH:19][N:20]([CH3:22])[CH:21]=3)(=[O:16])=[O:15])[CH:6]=2)=[O:4])[CH:34]=[CH:35][CH:36]=1. Given the reactants Cl[CH:2]([C:23]1[CH:28]=[CH:27][CH:26]=[CH:25][CH:24]=1)[C:3]([C:5]1[C:13]2[C:8](=[CH:9][CH:10]=[CH:11][CH:12]=2)[N:7]([S:14]([C:17]2[N:18]=[CH:19][N:20]([CH3:22])[CH:21]=2)(=[O:16])=[O:15])[CH:6]=1)=[O:4].[CH3:29][O:30][C:31]1[CH:36]=[CH:35][CH:34]=[C:33]([NH2:37])[CH:32]=1, predict the reaction product. (6) Given the reactants CO[C@H](C)C(O)=O.CN1CCOCC1.ClC(OCC(C)C)=O.ClC1C=C(OC2C(F)=CC([NH:38][C:39]([C:41]3([C:44]([NH:46]C4C=CC(F)=CC=4)=[O:45])[CH2:43][CH2:42]3)=[O:40])=C(F)C=2)C=CN=1, predict the reaction product. The product is: [C:41]1([C:44]([NH2:46])=[O:45])([C:39]([NH2:38])=[O:40])[CH2:43][CH2:42]1.